This data is from Forward reaction prediction with 1.9M reactions from USPTO patents (1976-2016). The task is: Predict the product of the given reaction. (1) Given the reactants [NH2:1][C:2]1[CH:7]=[CH:6][C:5]([N:8]2[C:14](=[O:15])[CH2:13][C:12](=[O:16])[NH:11][C:10]3[C:17]4[C:22]([CH:23]=[CH:24][C:9]2=3)=[CH:21][CH:20]=[CH:19][CH:18]=4)=[CH:4][CH:3]=1.[Cl:25][C:26]1[CH:34]=[CH:33][CH:32]=[C:31]([O:35][CH3:36])[C:27]=1[C:28](Cl)=[O:29].O=C1CC(=O)N(C2C=CC(C(O)=O)=CC=2)C2C=CC3C(C=2N1)=CC=CC=3, predict the reaction product. The product is: [Cl:25][C:26]1[C:27]([C:28]([NH:1][C:2]2[CH:7]=[CH:6][C:5]([N:8]3[C:14](=[O:15])[CH2:13][C:12](=[O:16])[NH:11][C:10]4[C:17]5[C:22]([CH:23]=[CH:24][C:9]3=4)=[CH:21][CH:20]=[CH:19][CH:18]=5)=[CH:4][CH:3]=2)=[O:29])=[C:31]([O:35][CH3:36])[CH:32]=[CH:33][CH:34]=1. (2) Given the reactants [O:1]1[C:5]2([CH2:21][CH2:20][CH2:19][C:7]3([CH2:11][CH2:10][CH:9]([CH2:12][CH2:13][CH2:14][C:15]([CH3:18])([OH:17])[CH3:16])[CH2:8]3)[CH2:6]2)OCC1.O.C1(C)C=CC(S(O)(=O)=O)=CC=1, predict the reaction product. The product is: [OH:17][C:15]([CH3:18])([CH3:16])[CH2:14][CH2:13][CH2:12][CH:9]1[CH2:10][CH2:11][C:7]2([CH2:19][CH2:20][CH2:21][C:5](=[O:1])[CH2:6]2)[CH2:8]1. (3) Given the reactants C([O:3][C:4](=O)[C:5]([OH:22])([C:18]([F:21])([F:20])[F:19])[CH2:6][C:7]([CH3:17])([CH3:16])[CH2:8][C:9]1[CH:14]=[CH:13][CH:12]=[C:11]([Cl:15])[CH:10]=1)C.[H-].[Al+3].[Li+].[H-].[H-].[H-].C(=O)(O)[O-].[Na+], predict the reaction product. The product is: [Cl:15][C:11]1[CH:10]=[C:9]([CH2:8][C:7]([CH3:17])([CH3:16])[CH2:6][C:5]([OH:22])([C:18]([F:20])([F:21])[F:19])[CH:4]=[O:3])[CH:14]=[CH:13][CH:12]=1. (4) Given the reactants C(Cl)(=O)C1C=CC(C(Cl)=O)=CC=1.[CH3:13][O:14][C:15](=[O:26])[C:16]1[CH:25]=[CH:24][C:19]([C:20]([O:22]C)=[O:21])=[CH:18][CH:17]=1.O[Li].O, predict the reaction product. The product is: [CH3:13][O:14][C:15](=[O:26])[C:16]1[CH:25]=[CH:24][C:19]([C:20]([OH:22])=[O:21])=[CH:18][CH:17]=1. (5) The product is: [C:1]([O:5][C:6](=[O:39])[N:7]([C:29]1[C:30]2[N:31]([CH:36]=[CH:37][N:38]=2)[C:32]([Br:35])=[CH:33][N:34]=1)[C:8]1[CH:13]=[CH:12][C:11]([N:14]2[CH2:15][CH2:16][O:17][CH2:18][CH2:19]2)=[C:10]([CH2:20][OH:21])[CH:9]=1)([CH3:4])([CH3:2])[CH3:3]. Given the reactants [C:1]([O:5][C:6](=[O:39])[N:7]([C:29]1[C:30]2[N:31]([CH:36]=[CH:37][N:38]=2)[C:32]([Br:35])=[CH:33][N:34]=1)[C:8]1[CH:13]=[CH:12][C:11]([N:14]2[CH2:19][CH2:18][O:17][CH2:16][CH2:15]2)=[C:10]([C:20](C)(C)[O:21][SiH2]C(C)(C)C)[CH:9]=1)([CH3:4])([CH3:3])[CH3:2].C1COCC1, predict the reaction product.